From a dataset of Peptide-MHC class I binding affinity with 185,985 pairs from IEDB/IMGT. Regression. Given a peptide amino acid sequence and an MHC pseudo amino acid sequence, predict their binding affinity value. This is MHC class I binding data. (1) The peptide sequence is KELENEYYF. The MHC is HLA-A26:02 with pseudo-sequence HLA-A26:02. The binding affinity (normalized) is 0.0847. (2) The MHC is HLA-A32:01 with pseudo-sequence HLA-A32:01. The binding affinity (normalized) is 0.830. The peptide sequence is KSYAQMWSL. (3) The peptide sequence is ATPPGYAL. The MHC is Mamu-A01 with pseudo-sequence Mamu-A01. The binding affinity (normalized) is 1.00. (4) The peptide sequence is ILQRLSATL. The MHC is HLA-A02:03 with pseudo-sequence HLA-A02:03. The binding affinity (normalized) is 0.833. (5) The peptide sequence is FLFEMLKGV. The MHC is HLA-A02:02 with pseudo-sequence HLA-A02:02. The binding affinity (normalized) is 0.937. (6) The peptide sequence is PLFDFVNEKY. The MHC is HLA-A03:01 with pseudo-sequence HLA-A03:01. The binding affinity (normalized) is 0.